This data is from Reaction yield outcomes from USPTO patents with 853,638 reactions. The task is: Predict the reaction yield, written as a fraction of the theoretical maximum amount of product (1.0 means a 100% yield; for example, 0.34 means a 34% yield). (1) The reactants are [NH2:1][C:2]1[CH:7]=[CH:6][C:5]([CH2:8][CH2:9][C:10]([O:12][CH2:13][CH3:14])=[O:11])=[CH:4][CH:3]=1.[O:15]([C:22]1[CH:30]=[CH:29][C:25]([C:26](O)=[O:27])=[CH:24][CH:23]=1)[C:16]1[CH:21]=[CH:20][CH:19]=[CH:18][CH:17]=1.Cl.C(N=C=NCCCN(C)C)C.O.ON1C2C=CC=CC=2N=N1. The catalyst is CN(C)C=O.O. The product is [O:15]([C:22]1[CH:23]=[CH:24][C:25]([C:26]([NH:1][C:2]2[CH:3]=[CH:4][C:5]([CH2:8][CH2:9][C:10]([O:12][CH2:13][CH3:14])=[O:11])=[CH:6][CH:7]=2)=[O:27])=[CH:29][CH:30]=1)[C:16]1[CH:17]=[CH:18][CH:19]=[CH:20][CH:21]=1. The yield is 0.680. (2) The reactants are [C:1]([C:5]1[CH:10]=[CH:9][CH:8]=[C:7]([C:11]([CH3:14])([CH3:13])[CH3:12])[C:6]=1[OH:15])([CH3:4])([CH3:3])[CH3:2].[NH:16]1[CH2:21][CH2:20][CH2:19][CH2:18][CH2:17]1.[CH2:22]=O. No catalyst specified. The product is [C:11]([C:7]1[C:8]([CH3:22])=[C:9]([N:16]2[CH2:21][CH2:20][CH2:19][CH2:18][CH2:17]2)[CH:10]=[C:5]([C:1]([CH3:4])([CH3:3])[CH3:2])[C:6]=1[OH:15])([CH3:14])([CH3:13])[CH3:12]. The yield is 0.800. (3) No catalyst specified. The product is [CH:17]1([CH2:16][N:5]2[C:4](=[O:23])[C:3]3[N:24]=[C:50]([C:52]4[CH:53]=[C:54]([CH:60]=[CH:61][CH:62]=4)/[CH:55]=[CH:56]/[C:57]([OH:59])=[O:58])[NH:1][C:2]=3[N:7]([CH2:8][CH:9]3[CH2:14][CH2:13][CH2:12][CH2:11][CH2:10]3)[C:6]2=[O:15])[CH2:22][CH2:21][CH2:20][CH2:19][CH2:18]1. The reactants are [NH2:1][C:2]1[N:7]([CH2:8][CH:9]2[CH2:14][CH2:13][CH2:12][CH2:11][CH2:10]2)[C:6](=[O:15])[N:5]([CH2:16][CH:17]2[CH2:22][CH2:21][CH2:20][CH2:19][CH2:18]2)[C:4](=[O:23])[C:3]=1[N:24]=O.C1(CN2C(N)=C(N)C(=O)N(CC3CCCCC3)C2=O)CCCCC1.[CH:50]([C:52]1[CH:53]=[C:54]([CH:60]=[CH:61][CH:62]=1)[CH:55]=[CH:56][C:57]([OH:59])=[O:58])=O. The yield is 0.490.